Predict the reactants needed to synthesize the given product. From a dataset of Retrosynthesis with 50K atom-mapped reactions and 10 reaction types from USPTO. (1) Given the product Cc1nc(N)nc2c1ccc(=O)n2[C@H]1CC[C@@H](OCCO)CC1, predict the reactants needed to synthesize it. The reactants are: CCOC(=O)/C=C/c1c(C)nc(N)nc1N[C@H]1CC[C@@H](OCCO)CC1. (2) Given the product COc1ccc(N(C)S(=O)(=O)c2ccccc2-c2ccc(Cl)cc2)c2c1C[C@@H](CNC(=O)OC(C)(C)C)CC2, predict the reactants needed to synthesize it. The reactants are: CI.COc1ccc(NS(=O)(=O)c2ccccc2-c2ccc(Cl)cc2)c2c1C[C@@H](CNC(=O)OC(C)(C)C)CC2.